This data is from Catalyst prediction with 721,799 reactions and 888 catalyst types from USPTO. The task is: Predict which catalyst facilitates the given reaction. Reactant: [CH2:1]([O:8][C:9]1[CH:14]=[CH:13][N:12]([CH2:15][CH2:16][C:17]2[CH:22]=[CH:21][C:20]([CH2:23]O)=[CH:19][CH:18]=2)[C:11](=[O:25])[CH:10]=1)[C:2]1[CH:7]=[CH:6][CH:5]=[CH:4][CH:3]=1.P(Br)(Br)[Br:27]. Product: [CH2:1]([O:8][C:9]1[CH:14]=[CH:13][N:12]([CH2:15][CH2:16][C:17]2[CH:22]=[CH:21][C:20]([CH2:23][Br:27])=[CH:19][CH:18]=2)[C:11](=[O:25])[CH:10]=1)[C:2]1[CH:7]=[CH:6][CH:5]=[CH:4][CH:3]=1. The catalyst class is: 2.